From a dataset of Peptide-MHC class I binding affinity with 185,985 pairs from IEDB/IMGT. Regression. Given a peptide amino acid sequence and an MHC pseudo amino acid sequence, predict their binding affinity value. This is MHC class I binding data. (1) The peptide sequence is EMKTQLEEL. The MHC is HLA-A02:01 with pseudo-sequence HLA-A02:01. The binding affinity (normalized) is 0.0812. (2) The peptide sequence is FVKKFGLCNY. The MHC is HLA-A03:01 with pseudo-sequence HLA-A03:01. The binding affinity (normalized) is 0.0724. (3) The peptide sequence is VVYRAFDIY. The MHC is HLA-A33:01 with pseudo-sequence HLA-A33:01. The binding affinity (normalized) is 0.0637. (4) The binding affinity (normalized) is 0.0847. The MHC is HLA-B18:01 with pseudo-sequence HLA-B18:01. The peptide sequence is RPPMVTSGL. (5) The peptide sequence is ATAHGSTLA. The MHC is HLA-A11:01 with pseudo-sequence HLA-A11:01. The binding affinity (normalized) is 0.0136. (6) The peptide sequence is PDFELLLSL. The MHC is HLA-B44:02 with pseudo-sequence HLA-B44:02. The binding affinity (normalized) is 0.171.